Dataset: Full USPTO retrosynthesis dataset with 1.9M reactions from patents (1976-2016). Task: Predict the reactants needed to synthesize the given product. (1) Given the product [F:1][C:2]1[CH:7]=[CH:6][C:5]([C@H:8]([CH2:18][C:19]([N:21]2[CH2:26][CH2:25][O:24][CH2:23][CH2:22]2)=[O:20])[C:9]([NH:11][C@H:12]([CH:16]=[O:17])[CH:13]([CH3:14])[CH3:15])=[O:10])=[CH:4][CH:3]=1, predict the reactants needed to synthesize it. The reactants are: [F:1][C:2]1[CH:7]=[CH:6][C:5]([C@H:8]([CH2:18][C:19]([N:21]2[CH2:26][CH2:25][O:24][CH2:23][CH2:22]2)=[O:20])[C:9]([NH:11][C@H:12]([CH2:16][OH:17])[CH:13]([CH3:15])[CH3:14])=[O:10])=[CH:4][CH:3]=1.CC(OI1(OC(C)=O)(OC(C)=O)OC(=O)C2C=CC=CC1=2)=O. (2) Given the product [CH3:43][O:44][CH2:45][CH2:46][N:47]1[CH:51]2[CH2:50][CH2:49][C:48]1([C@@H:54]([C:56]1[CH:57]=[CH:58][N:59]=[CH:60][CH:61]=1)[NH:55][C:4](=[O:6])[C:3]1[C:7]([CH3:11])=[CH:8][CH:9]=[CH:10][C:2]=1[CH3:1])[CH2:53][CH2:52]2, predict the reactants needed to synthesize it. The reactants are: [CH3:1][C:2]1[CH:10]=[CH:9][CH:8]=[C:7]([CH3:11])[C:3]=1[C:4]([OH:6])=O.CCN(C(C)C)C(C)C.CN(C(ON1N=NC2C=CC=CC1=2)=[N+](C)C)C.[B-](F)(F)(F)F.[CH3:43][O:44][CH2:45][CH2:46][N:47]1[CH:51]2[CH2:52][CH2:53][C:48]1([CH:54]([C:56]1[CH:61]=[CH:60][N:59]=[CH:58][CH:57]=1)[NH2:55])[CH2:49][CH2:50]2. (3) Given the product [Cl:21][C:20]1[CH:19]=[N:18][CH:17]=[C:16]([Cl:22])[C:15]=1[O:14][CH:11]1[CH2:10][CH2:9][N:8]([CH2:6][CH:31]([OH:30])[CH2:33][N:34]2[C:42]3[CH2:41][CH2:40][N:39]([C:43](=[O:45])[CH3:44])[CH2:38][C:37]=3[C:36]([C:46]3[CH:51]=[CH:50][C:49]([C:52]([F:55])([F:54])[F:53])=[CH:48][CH:47]=3)=[N:35]2)[CH2:13][CH2:12]1, predict the reactants needed to synthesize it. The reactants are: C(O[C:6]([N:8]1[CH2:13][CH2:12][CH:11]([O:14][C:15]2[C:20]([Cl:21])=[CH:19][N:18]=[CH:17][C:16]=2[Cl:22])[CH2:10][CH2:9]1)=O)(C)(C)C.FC(F)(F)C(O)=O.[O:30]1C[CH:31]1[CH2:33][N:34]1[C:42]2[CH2:41][CH2:40][N:39]([C:43](=[O:45])[CH3:44])[CH2:38][C:37]=2[C:36]([C:46]2[CH:51]=[CH:50][C:49]([C:52]([F:55])([F:54])[F:53])=[CH:48][CH:47]=2)=[N:35]1.